This data is from Forward reaction prediction with 1.9M reactions from USPTO patents (1976-2016). The task is: Predict the product of the given reaction. (1) Given the reactants [NH2:1][C:2]1[CH:7]=[CH:6][N:5]([CH:8]2[O:12][CH:11]([CH2:13][OH:14])[CH:10]([O:15][C:16](=[O:29])[CH:17]([NH:21]C(OC(C)(C)C)=O)[CH:18]([CH3:20])[CH3:19])[C:9]2([OH:31])[CH3:30])[C:4](=[O:32])[N:3]=1.[ClH:33], predict the reaction product. The product is: [ClH:33].[ClH:33].[NH2:1][C:2]1[CH:7]=[CH:6][N:5]([CH:8]2[O:12][CH:11]([CH2:13][OH:14])[CH:10]([O:15][C:16](=[O:29])[CH:17]([NH2:21])[CH:18]([CH3:20])[CH3:19])[C:9]2([OH:31])[CH3:30])[C:4](=[O:32])[N:3]=1. (2) Given the reactants [CH2:1]([N:8]1[CH:13]=[CH:12][O:11][C:10](=[O:14])[CH:9]1[C:15]1[CH:20]=[CH:19][C:18]([F:21])=[CH:17][CH:16]=1)[C:2]1[CH:7]=[CH:6][CH:5]=[CH:4][CH:3]=1.FC(F)(F)C(O)=O.C(OC(C)C)(=O)C, predict the reaction product. The product is: [CH2:1]([N:8]1[CH:13]=[CH:12][O:11][C:10](=[O:14])[C@@H:9]1[C:15]1[CH:16]=[CH:17][C:18]([F:21])=[CH:19][CH:20]=1)[C:2]1[CH:3]=[CH:4][CH:5]=[CH:6][CH:7]=1. (3) Given the reactants [Cl:1][C:2]1[CH:9]=[CH:8][C:7]([N+:10]([O-])=O)=[CH:6][C:3]=1[C:4]#[N:5].[OH-].[Na+], predict the reaction product. The product is: [C:4]([C:3]1[CH:6]=[C:7]([CH:8]=[CH:9][C:2]=1[Cl:1])[NH2:10])#[N:5]. (4) Given the reactants [F:1][C:2]1([F:33])[O:6][C:5]2[CH:7]=[CH:8][C:9]([N:11]([CH2:31][CH3:32])[C:12](=[O:30])[CH2:13][N:14]3[C:23](=[O:24])[C:22]4[C:17](=[CH:18][CH:19]=[CH:20][CH:21]=4)[C:16]([C:25]([O:27]CC)=[O:26])=[N:15]3)=[CH:10][C:4]=2[O:3]1.[OH-].[Na+].Cl, predict the reaction product. The product is: [F:33][C:2]1([F:1])[O:6][C:5]2[CH:7]=[CH:8][C:9]([N:11]([CH2:31][CH3:32])[C:12](=[O:30])[CH2:13][N:14]3[C:23](=[O:24])[C:22]4[C:17](=[CH:18][CH:19]=[CH:20][CH:21]=4)[C:16]([C:25]([OH:27])=[O:26])=[N:15]3)=[CH:10][C:4]=2[O:3]1.